From a dataset of Reaction yield outcomes from USPTO patents with 853,638 reactions. Predict the reaction yield, written as a fraction of the theoretical maximum amount of product (1.0 means a 100% yield; for example, 0.34 means a 34% yield). (1) The reactants are [C:1]1([C:7]2[CH:11]=[C:10]([NH:12][C:13]([NH:15][C:16](=[O:20])OCC)=[S:14])[NH:9][N:8]=2)[CH:6]=[CH:5][CH:4]=[CH:3][CH:2]=1.S(=O)(=O)(O)O. The catalyst is [OH-].[Na+]. The product is [C:1]1([C:7]2[CH:11]=[C:10]3[NH:12][C:13](=[S:14])[NH:15][C:16](=[O:20])[N:9]3[N:8]=2)[CH:6]=[CH:5][CH:4]=[CH:3][CH:2]=1. The yield is 0.800. (2) The reactants are C[O:2][C:3]1[C:12]([C:13]2[CH:18]=[CH:17][CH:16]=[CH:15][CH:14]=2)=[CH:11][C:10]2[N:9]=[CH:8][C:7]([C:19]3[CH:24]=[CH:23][CH:22]=[CH:21][CH:20]=3)=[N:6][C:5]=2[C:4]=1[C:25]([O:27]C)=[O:26].B(Br)(Br)Br.O. The catalyst is ClCCl. The product is [OH:2][C:3]1[C:12]([C:13]2[CH:18]=[CH:17][CH:16]=[CH:15][CH:14]=2)=[CH:11][C:10]2[N:9]=[CH:8][C:7]([C:19]3[CH:20]=[CH:21][CH:22]=[CH:23][CH:24]=3)=[N:6][C:5]=2[C:4]=1[C:25]([OH:27])=[O:26]. The yield is 0.970. (3) The reactants are C[O:2][C:3](=[O:47])[CH:4]([C:10]1[CH:11]=[C:12]([C:38]2[CH:43]=[CH:42][CH:41]=[C:40]([N+:44]([O-:46])=[O:45])[CH:39]=2)[C:13]([O:31][CH2:32][O:33][CH2:34][CH2:35][O:36][CH3:37])=[C:14]([C:16]2[N:17](S(C)(=O)=O)[C:18]3[C:23]([CH:24]=2)=[CH:22][C:21]([C:25]#[N:26])=[CH:20][CH:19]=3)[CH:15]=1)[CH2:5][C:6]([O:8]C)=[O:7].[OH-].[Na+].C(O)(=O)CC(CC(O)=O)(C(O)=O)O. The catalyst is CO. The product is [C:25]([C:21]1[CH:22]=[C:23]2[C:18](=[CH:19][CH:20]=1)[NH:17][C:16]([C:14]1[CH:15]=[C:10]([CH:4]([CH2:5][C:6]([OH:8])=[O:7])[C:3]([OH:47])=[O:2])[CH:11]=[C:12]([C:38]3[CH:43]=[CH:42][CH:41]=[C:40]([N+:44]([O-:46])=[O:45])[CH:39]=3)[C:13]=1[O:31][CH2:32][O:33][CH2:34][CH2:35][O:36][CH3:37])=[CH:24]2)#[N:26]. The yield is 0.990. (4) The catalyst is C(OCC)C. The yield is 0.810. The product is [ClH:25].[ClH:25].[CH2:1]([O:4][C@H:5]1[CH2:6][CH2:7][C@H:8]([N:11]2[CH2:12][CH2:13][CH:14]([NH2:17])[CH2:15][CH2:16]2)[CH2:9][CH2:10]1)[CH2:2][CH3:3]. The reactants are [CH2:1]([O:4][C@H:5]1[CH2:10][CH2:9][C@H:8]([N:11]2[CH2:16][CH2:15][CH:14]([NH:17]C(=O)OC(C)(C)C)[CH2:13][CH2:12]2)[CH2:7][CH2:6]1)[CH2:2][CH3:3].[ClH:25]. (5) The reactants are [CH3:1]N(C)CCN(C)C.[Li]C(CC)C.C1CCCCC1.[CH2:20]([N:27]1[CH2:34][CH:33]2[CH2:35][CH:29]([CH2:30][N:31]([C:36]([O:38][C:39]([CH3:42])([CH3:41])[CH3:40])=[O:37])[CH2:32]2)[CH2:28]1)[C:21]1[CH:26]=[CH:25][CH:24]=[CH:23][CH:22]=1.N#N.S(OC)(OC)(=O)=O. The catalyst is C1COCC1. The product is [CH2:20]([N:27]1[CH2:28][CH:29]2[CH2:35][CH:33]([CH2:32][N:31]([C:36]([O:38][C:39]([CH3:42])([CH3:41])[CH3:40])=[O:37])[CH:30]2[CH3:1])[CH2:34]1)[C:21]1[CH:22]=[CH:23][CH:24]=[CH:25][CH:26]=1. The yield is 0.300. (6) The reactants are [O:1]1[C:5]2[CH:6]=[CH:7][C:8]([C:10]3[CH:15]=[CH:14][C:13]([N:16]4[C:20](=[O:21])[N:19]([CH2:22][CH2:23][N:24]5C(=O)C6C(=CC=CC=6)C5=O)[N:18]=[C:17]4[CH2:35][C@@H:36]4[CH2:40][CH2:39][N:38]([C:41]([CH:43]5[CH2:45][CH2:44]5)=[O:42])[CH2:37]4)=[CH:12][CH:11]=3)=[CH:9][C:4]=2[CH:3]=[CH:2]1.O.NN.C1(=O)NC(=O)C2=CC=CC=C12. The catalyst is C(O)C. The product is [NH2:24][CH2:23][CH2:22][N:19]1[C:20](=[O:21])[N:16]([C:13]2[CH:14]=[CH:15][C:10]([C:8]3[CH:7]=[CH:6][C:5]4[O:1][CH:2]=[CH:3][C:4]=4[CH:9]=3)=[CH:11][CH:12]=2)[C:17]([CH2:35][C@@H:36]2[CH2:40][CH2:39][N:38]([C:41]([CH:43]3[CH2:45][CH2:44]3)=[O:42])[CH2:37]2)=[N:18]1. The yield is 0.630. (7) The reactants are [CH3:1][C:2]1[N:6]([CH2:7][C:8]2[C:17]3[C:12](=[CH:13][CH:14]=[CH:15][CH:16]=3)[CH:11]=[CH:10][CH:9]=2)[C:5]2[CH:18]=[C:19]([N:25]3[CH2:30][CH2:29][O:28][CH2:27][CH2:26]3)[CH:20]=[C:21]([C:22]([NH2:24])=[O:23])[C:4]=2[N:3]=1. The catalyst is CN(C(OC)OC)C. The product is [CH3:5][N:6](/[CH:7]=[N:24]/[C:22]([C:21]1[C:4]2[N:3]=[C:2]([CH3:1])[N:6]([CH2:7][C:8]3[C:17]4[C:12](=[CH:13][CH:14]=[CH:15][CH:16]=4)[CH:11]=[CH:10][CH:9]=3)[C:5]=2[CH:18]=[C:19]([N:25]2[CH2:30][CH2:29][O:28][CH2:27][CH2:26]2)[CH:20]=1)=[O:23])[CH3:2]. The yield is 0.760.